From a dataset of NCI-60 drug combinations with 297,098 pairs across 59 cell lines. Regression. Given two drug SMILES strings and cell line genomic features, predict the synergy score measuring deviation from expected non-interaction effect. (1) Drug 1: C1=CC(=CC=C1C#N)C(C2=CC=C(C=C2)C#N)N3C=NC=N3. Drug 2: C1CN1P(=S)(N2CC2)N3CC3. Cell line: SR. Synergy scores: CSS=63.1, Synergy_ZIP=0.335, Synergy_Bliss=-1.14, Synergy_Loewe=-2.01, Synergy_HSA=0.752. (2) Drug 1: CC1=C(C=C(C=C1)NC2=NC=CC(=N2)N(C)C3=CC4=NN(C(=C4C=C3)C)C)S(=O)(=O)N.Cl. Drug 2: C1CCC(C1)C(CC#N)N2C=C(C=N2)C3=C4C=CNC4=NC=N3. Cell line: SK-MEL-5. Synergy scores: CSS=-3.58, Synergy_ZIP=10.2, Synergy_Bliss=11.8, Synergy_Loewe=-8.11, Synergy_HSA=-6.92. (3) Drug 1: C1=NNC2=C1C(=O)NC=N2. Drug 2: C1CC(=O)NC(=O)C1N2C(=O)C3=CC=CC=C3C2=O. Cell line: CCRF-CEM. Synergy scores: CSS=-7.64, Synergy_ZIP=4.13, Synergy_Bliss=-0.743, Synergy_Loewe=-5.12, Synergy_HSA=-6.39. (4) Drug 1: C1=NC2=C(N=C(N=C2N1C3C(C(C(O3)CO)O)F)Cl)N. Drug 2: C1C(C(OC1N2C=NC(=NC2=O)N)CO)O. Cell line: MDA-MB-435. Synergy scores: CSS=11.7, Synergy_ZIP=-4.13, Synergy_Bliss=-3.45, Synergy_Loewe=-38.1, Synergy_HSA=-4.98. (5) Drug 1: CC1=C2C(C(=O)C3(C(CC4C(C3C(C(C2(C)C)(CC1OC(=O)C(C(C5=CC=CC=C5)NC(=O)C6=CC=CC=C6)O)O)OC(=O)C7=CC=CC=C7)(CO4)OC(=O)C)O)C)OC(=O)C. Drug 2: CC1C(C(CC(O1)OC2CC(CC3=C2C(=C4C(=C3O)C(=O)C5=CC=CC=C5C4=O)O)(C(=O)C)O)N)O. Cell line: UO-31. Synergy scores: CSS=50.7, Synergy_ZIP=-0.0949, Synergy_Bliss=4.33, Synergy_Loewe=-5.41, Synergy_HSA=5.09.